This data is from Reaction yield outcomes from USPTO patents with 853,638 reactions. The task is: Predict the reaction yield, written as a fraction of the theoretical maximum amount of product (1.0 means a 100% yield; for example, 0.34 means a 34% yield). (1) The reactants are [F:1][C:2]1[CH:10]=[CH:9][CH:8]=[C:7]([F:11])[C:3]=1[C:4](Cl)=[O:5].[F:12][C:13]([F:31])([F:30])[C:14]1[C:15]([C:23]2[CH:24]=[CH:25][C:26]([NH2:29])=[N:27][CH:28]=2)=[CH:16][C:17]2[C:18]([CH:22]=1)=[N:19][S:20][N:21]=2.CCN(C(C)C)C(C)C. The catalyst is CN(C1C=CN=CC=1)C.ClCCl.O1CCCC1.CO.[OH-].[Li+]. The product is [F:1][C:2]1[CH:10]=[CH:9][CH:8]=[C:7]([F:11])[C:3]=1[C:4]([NH:29][C:26]1[CH:25]=[CH:24][C:23]([C:15]2[C:14]([C:13]([F:31])([F:30])[F:12])=[CH:22][C:18]3=[N:19][S:20][N:21]=[C:17]3[CH:16]=2)=[CH:28][N:27]=1)=[O:5]. The yield is 0.760. (2) The reactants are [C:1]([O:5][C:6]([N:8]([C:22]1[CH:27]=[CH:26][C:25]([F:28])=[C:24]([Cl:29])[CH:23]=1)[C:9]1[C:17]2[C:12](=[CH:13][N:14]=[CH:15][CH:16]=2)[S:11][C:10]=1[C:18]([O:20]C)=[O:19])=[O:7])([CH3:4])([CH3:3])[CH3:2].[Li+].[OH-]. The catalyst is C1COCC1.CO.O. The product is [C:1]([O:5][C:6]([N:8]([C:22]1[CH:27]=[CH:26][C:25]([F:28])=[C:24]([Cl:29])[CH:23]=1)[C:9]1[C:17]2[C:12](=[CH:13][N:14]=[CH:15][CH:16]=2)[S:11][C:10]=1[C:18]([OH:20])=[O:19])=[O:7])([CH3:4])([CH3:2])[CH3:3]. The yield is 0.900. (3) The reactants are [CH3:1][O:2][CH2:3][C@H:4]([N:9]1C(=O)C2C(=CC=CC=2)C1=O)[CH2:5][CH:6]([CH3:8])[CH3:7].O.NN.Cl. The catalyst is CO. The product is [CH3:1][O:2][CH2:3][C@H:4]([NH2:9])[CH2:5][CH:6]([CH3:8])[CH3:7]. The yield is 0.770. (4) The reactants are [CH3:1][N:2]1[CH2:7][CH2:6][N:5]([C:8]2[CH:9]=[CH:10][C:11]([N+:15]([O-])=O)=[C:12]([CH:14]=2)[NH2:13])[CH2:4][CH2:3]1.Cl.C(O[C:22](=N)[CH2:23][C:24]([O:26][CH2:27][CH3:28])=[O:25])C.[OH-].[Na+]. The catalyst is O. The product is [CH2:27]([O:26][C:24](=[O:25])[CH2:23][C:22]1[NH:13][C:12]2[CH:14]=[C:8]([N:5]3[CH2:6][CH2:7][N:2]([CH3:1])[CH2:3][CH2:4]3)[CH:9]=[CH:10][C:11]=2[N:15]=1)[CH3:28]. The yield is 0.901. (5) The reactants are [CH2:1]([C:3]1([OH:13])[CH:10]2[CH2:11][CH:6]3[CH2:7][CH:8]([CH2:12][CH:4]1[CH2:5]3)[CH2:9]2)[CH3:2].C(N(CC)CC)C.[C:21](Cl)(=[O:25])[C:22]([CH3:24])=[CH2:23]. The catalyst is CC(CC(C)C)=O. The product is [C:21]([O:13][C:3]1([CH2:1][CH3:2])[CH:4]2[CH2:12][CH:8]3[CH2:7][CH:6]([CH2:11][CH:10]1[CH2:9]3)[CH2:5]2)(=[O:25])[C:22]([CH3:24])=[CH2:23]. The yield is 0.600. (6) The reactants are C1(NC2CCCCC2)CCCCC1.[CH:14]1([CH2:17][C@@H:18]([C:27]([OH:29])=O)[NH:19][C:20]([O:22][C:23]([CH3:26])([CH3:25])[CH3:24])=[O:21])[CH2:16][CH2:15]1.C(N1C=CN=C1)(N1C=CN=C1)=O.Cl.[CH3:43][NH:44][O:45][CH3:46].CCN(C(C)C)C(C)C. The catalyst is C1COCC1.CN(C=O)C.CCOC(C)=O. The product is [CH:14]1([CH2:17][C@@H:18]([C:27]([N:44]([CH3:43])[O:45][CH3:46])=[O:29])[NH:19][C:20]([O:22][C:23]([CH3:24])([CH3:25])[CH3:26])=[O:21])[CH2:15][CH2:16]1. The yield is 0.800.